This data is from Reaction yield outcomes from USPTO patents with 853,638 reactions. The task is: Predict the reaction yield, written as a fraction of the theoretical maximum amount of product (1.0 means a 100% yield; for example, 0.34 means a 34% yield). (1) The reactants are [CH3:1][C:2]([OH:15])([CH2:4][CH2:5][CH2:6][CH2:7][CH2:8][CH2:9][CH2:10][CH2:11][CH2:12][CH2:13][CH3:14])[CH3:3].C(N(CC)CC)C.[Br:23][CH:24]([CH3:28])[C:25](Br)=[O:26]. The catalyst is C1(C)C=CC=CC=1. The product is [Br:23][CH:24]([CH3:28])[C:25]([O:15][C:2]([CH3:1])([CH2:4][CH2:5][CH2:6][CH2:7][CH2:8][CH2:9][CH2:10][CH2:11][CH2:12][CH2:13][CH3:14])[CH3:3])=[O:26]. The yield is 0.613. (2) The reactants are [O:1]1[C:5]2[CH:6]=[CH:7][CH:8]=[CH:9][C:4]=2[CH:3]=[C:2]1[CH:10]1[CH2:15][CH2:14][C:13]([CH3:19])([C:16]([OH:18])=O)[CH2:12][CH2:11]1.Cl.CN(C)CCCN=C=NCC.[C:32]1([S:42]([NH2:45])(=[O:44])=[O:43])[C:33]([S:38]([NH2:41])(=[O:40])=[O:39])=[CH:34][CH:35]=[CH:36][CH:37]=1. The catalyst is CN(C)C1C=CN=CC=1.CN(C)C=O. The product is [O:1]1[C:5]2[CH:6]=[CH:7][CH:8]=[CH:9][C:4]=2[CH:3]=[C:2]1[CH:10]1[CH2:15][CH2:14][C:13]([CH3:19])([C:16]([NH:45][S:42]([C:32]2[CH:37]=[CH:36][CH:35]=[CH:34][C:33]=2[S:38](=[O:40])(=[O:39])[NH2:41])(=[O:44])=[O:43])=[O:18])[CH2:12][CH2:11]1. The yield is 0.460. (3) The reactants are [NH2:1][C:2]1[CH:7]=N[CH:5]=[CH:4][N:3]=1.[N:8]1[CH:13]=[CH:12][CH:11]=[CH:10][C:9]=1[C:14]#[C:15][C:16]1[S:20][C:19]([CH:21]=O)=[CH:18][CH:17]=1.[C:23]([N+:27]#[C-:28])([CH3:26])([CH3:25])[CH3:24].[CH3:29]C(=O)OCC. The catalyst is C(Cl)(Cl)Cl.C(Cl)Cl.FC(F)(F)S([O-])(=O)=O.[Sc+3].FC(F)(F)S([O-])(=O)=O.FC(F)(F)S([O-])(=O)=O. The product is [C:23]([NH:27][C:28]1[N:3]2[CH:4]=[CH:5][CH:29]=[CH:7][C:2]2=[N:1][C:21]=1[C:19]1[S:20][C:16]([C:15]#[C:14][C:9]2[CH:10]=[CH:11][CH:12]=[CH:13][N:8]=2)=[CH:17][CH:18]=1)([CH3:26])([CH3:25])[CH3:24]. The yield is 0.650. (4) The reactants are Br[C:2]1[CH:3]=[N:4][C:5]([C:8]2[CH:13]=[CH:12][CH:11]=[C:10]([C:14]3[CH:15]=[N:16][N:17]([CH3:19])[CH:18]=3)[CH:9]=2)=[N:6][CH:7]=1.[C:20]([O:24][C:25]([N:27]1[CH2:32][CH2:31][CH:30]([N:33]2[CH:37]=[C:36](B3OC(C)(C)C(C)(C)O3)[CH:35]=[N:34]2)[CH2:29][CH2:28]1)=[O:26])([CH3:23])([CH3:22])[CH3:21].C([O-])([O-])=O.[Na+].[Na+]. The catalyst is C1(C)C=CC=CC=1.C(O)C.C1C=CC([P]([Pd]([P](C2C=CC=CC=2)(C2C=CC=CC=2)C2C=CC=CC=2)([P](C2C=CC=CC=2)(C2C=CC=CC=2)C2C=CC=CC=2)[P](C2C=CC=CC=2)(C2C=CC=CC=2)C2C=CC=CC=2)(C2C=CC=CC=2)C2C=CC=CC=2)=CC=1. The product is [CH3:19][N:17]1[CH:18]=[C:14]([C:10]2[CH:9]=[C:8]([C:5]3[N:4]=[CH:3][C:2]([C:36]4[CH:35]=[N:34][N:33]([CH:30]5[CH2:29][CH2:28][N:27]([C:25]([O:24][C:20]([CH3:23])([CH3:22])[CH3:21])=[O:26])[CH2:32][CH2:31]5)[CH:37]=4)=[CH:7][N:6]=3)[CH:13]=[CH:12][CH:11]=2)[CH:15]=[N:16]1. The yield is 0.930. (5) The catalyst is CO.O. The reactants are [F:1][C:2]1[CH:10]=[C:9]2[C:5]([C:6]([C:20]3[CH:28]=[C:27]4[C:23]([CH:24]=[N:25][NH:26]4)=[CH:22][CH:21]=3)=[CH:7][N:8]2S(C2C=CC=CC=2)(=O)=O)=[CH:4][CH:3]=1.[OH-].[Na+]. The yield is 0.200. The product is [F:1][C:2]1[CH:10]=[C:9]2[C:5]([C:6]([C:20]3[CH:28]=[C:27]4[C:23]([CH:24]=[N:25][NH:26]4)=[CH:22][CH:21]=3)=[CH:7][NH:8]2)=[CH:4][CH:3]=1. (6) The reactants are [C:1]([O:5][C:6]([N:8]1[C@@H:12]([CH2:13][CH2:14][C:15]2[CH:20]=[CH:19][C:18](Br)=[CH:17][CH:16]=2)[C@H:11]([CH3:22])[O:10][C:9]1([CH3:24])[CH3:23])=[O:7])([CH3:4])([CH3:3])[CH3:2].[C:25]1([C:31]([C:33]2[CH:38]=[CH:37][CH:36]=[CH:35][CH:34]=2)=[NH:32])[CH:30]=[CH:29][CH:28]=[CH:27][CH:26]=1.CC(C)([O-])C.[Na+]. The catalyst is C1(C)C=CC=CC=1. The product is [C:1]([O:5][C:6]([N:8]1[C@@H:12]([CH2:13][CH2:14][C:15]2[CH:20]=[CH:19][C:18]([N:32]=[C:31]([C:25]3[CH:30]=[CH:29][CH:28]=[CH:27][CH:26]=3)[C:33]3[CH:38]=[CH:37][CH:36]=[CH:35][CH:34]=3)=[CH:17][CH:16]=2)[C@H:11]([CH3:22])[O:10][C:9]1([CH3:24])[CH3:23])=[O:7])([CH3:4])([CH3:3])[CH3:2]. The yield is 0.820. (7) The reactants are [C:1]([NH:4][C:5]1[CH:13]=[CH:12][CH:11]=[C:10]2[C:6]=1[C:7](=[O:35])[N:8]([CH:15]([C:20]1[CH:25]=[CH:24][C:23]([O:26][CH:27]([F:29])[F:28])=[C:22]([O:30][CH2:31][CH:32]3[CH2:34][CH2:33]3)[CH:21]=1)[CH2:16][C:17]([OH:19])=O)[C:9]2=[O:14])(=[O:3])[CH3:2].C(N1C=CN=C1)([N:38]1C=CN=C1)=O.[OH-].[NH4+].O. The catalyst is O1CCCC1. The product is [C:1]([NH:4][C:5]1[CH:13]=[CH:12][CH:11]=[C:10]2[C:6]=1[C:7](=[O:35])[N:8]([CH:15]([C:20]1[CH:25]=[CH:24][C:23]([O:26][CH:27]([F:29])[F:28])=[C:22]([O:30][CH2:31][CH:32]3[CH2:33][CH2:34]3)[CH:21]=1)[CH2:16][C:17]([NH2:38])=[O:19])[C:9]2=[O:14])(=[O:3])[CH3:2]. The yield is 0.810.